This data is from Ames mutagenicity test results for genotoxicity prediction. The task is: Regression/Classification. Given a drug SMILES string, predict its toxicity properties. Task type varies by dataset: regression for continuous values (e.g., LD50, hERG inhibition percentage) or binary classification for toxic/non-toxic outcomes (e.g., AMES mutagenicity, cardiotoxicity, hepatotoxicity). Dataset: ames. (1) The drug is O=NN(c1ccc([N+](=O)[O-])cc1)C1OC(CO)C(O)C1O. The result is 1 (mutagenic). (2) The drug is c1ccc(Cc2ccc(OCC3CO3)cc2)cc1. The result is 1 (mutagenic). (3) The molecule is CCN(CC)c1ccc(N=O)cc1. The result is 1 (mutagenic). (4) The molecule is CCc1ccnc2ccccc12. The result is 0 (non-mutagenic). (5) The molecule is Cc1ccc(CC[C@H]2CO2)cc1. The result is 1 (mutagenic). (6) The drug is O=[N+]([O-])c1ccc2cc(O)c3cccc4ccc1c2c43. The result is 1 (mutagenic).